This data is from Catalyst prediction with 721,799 reactions and 888 catalyst types from USPTO. The task is: Predict which catalyst facilitates the given reaction. (1) Reactant: Cl[C:2]1[CH:11]=[C:10]([Cl:12])[C:9]2[C:4](=[CH:5][CH:6]=[CH:7][CH:8]=2)[N:3]=1.[CH3:13][O-:14].[Na+]. Product: [Cl:12][C:10]1[C:9]2[C:4](=[CH:5][CH:6]=[CH:7][CH:8]=2)[N:3]=[C:2]([O:14][CH3:13])[CH:11]=1. The catalyst class is: 11. (2) Reactant: [NH:1]1[C:9]2[C:4](=[CH:5][CH:6]=[CH:7][CH:8]=2)[CH2:3][C:2]1=[O:10].[NH:11]1[C:19]2[C:14](=[CH:15][CH:16]=[CH:17][CH:18]=2)[CH:13]=[C:12]1[CH:20]=O.N1CCCCC1. Product: [NH:11]1[C:19]2[C:14](=[CH:15][CH:16]=[CH:17][CH:18]=2)[CH:13]=[C:12]1[CH:20]=[C:3]1[C:4]2[C:9](=[CH:8][CH:7]=[CH:6][CH:5]=2)[NH:1][C:2]1=[O:10]. The catalyst class is: 8. (3) Reactant: [Br:1][C:2]1[CH:3]=[N:4][C:5]([NH2:8])=[N:6][CH:7]=1.C(O[CH2:13][CH3:14])(=O)C.[CH3:15][CH:16](O)C. Product: [Br:1][C:2]1[CH:3]=[N:4][C:5]2[N:6]([C:13]([CH3:14])=[C:15]([CH3:16])[N:8]=2)[CH:7]=1. The catalyst class is: 3. (4) Reactant: [CH:1]([C:3]1[CH:8]=[CH:7][C:6]([C:9]2[N:14]=[CH:13][N:12]=[C:11]([NH:15][C@H:16]([C:24]([O:26][CH3:27])=[O:25])[CH2:17][C:18]3[CH:23]=[CH:22][CH:21]=[CH:20][CH:19]=3)[CH:10]=2)=[CH:5][CH:4]=1)=O.Cl.[C:29]1([O:35][NH2:36])[CH:34]=[CH:33][CH:32]=[CH:31][CH:30]=1.C([O-])(=O)C.[Na+]. Product: [O:35](/[N:36]=[CH:1]/[C:3]1[CH:4]=[CH:5][C:6]([C:9]2[N:14]=[CH:13][N:12]=[C:11]([NH:15][C@H:16]([C:24]([O:26][CH3:27])=[O:25])[CH2:17][C:18]3[CH:19]=[CH:20][CH:21]=[CH:22][CH:23]=3)[CH:10]=2)=[CH:7][CH:8]=1)[C:29]1[CH:34]=[CH:33][CH:32]=[CH:31][CH:30]=1. The catalyst class is: 5.